Dataset: CYP2C9 inhibition data for predicting drug metabolism from PubChem BioAssay. Task: Regression/Classification. Given a drug SMILES string, predict its absorption, distribution, metabolism, or excretion properties. Task type varies by dataset: regression for continuous measurements (e.g., permeability, clearance, half-life) or binary classification for categorical outcomes (e.g., BBB penetration, CYP inhibition). Dataset: cyp2c9_veith. (1) The drug is CC(=O)OC[C@@H]1O[C@@H](O/N=C2/C[C@@H](O)[C@@H](O)[C@H]3[C@@H]2CC[C@H]2C(=O)N(c4ccc(F)cc4F)C(=O)[C@H]32)[C@H](OC(C)=O)[C@H](OC(C)=O)[C@@H]1OC(C)=O. The result is 0 (non-inhibitor). (2) The drug is CSc1c(-c2ccccc2)nc2ccc(Cl)cc2c1C(=O)O. The result is 1 (inhibitor). (3) The molecule is CCCCNc1c(CN)cnc2cc(Cl)ccc12. The result is 0 (non-inhibitor). (4) The molecule is O=[N+]([O-])c1cccc2c[n-]nc12. The result is 0 (non-inhibitor). (5) The drug is COc1ccc(-c2nn(-c3ccccc3)cc2/C=N/NC(=O)c2ccc(Br)o2)cc1. The result is 1 (inhibitor). (6) The drug is c1ccc2c(N3CCNCC3)cccc2c1. The result is 0 (non-inhibitor). (7) The compound is COC(=O)c1ccccc1-c1ccc(/C=C2\C(=O)N(c3ccccc3)N=C2c2ccccc2)o1. The result is 1 (inhibitor). (8) The molecule is O=c1c(-c2ccc(F)cc2)nc2cnc(N3CCOCC3)nc2n1Cc1cccs1. The result is 0 (non-inhibitor). (9) The compound is O=C(Nc1cccc(F)c1)N1CCC2(CC1)CCN(C(=O)c1ccncc1)CC2. The result is 0 (non-inhibitor). (10) The compound is CCCCn1c(O)c(C(CC)=NCc2ccc(F)cc2)c(=O)[nH]c1=O. The result is 1 (inhibitor).